This data is from HIV replication inhibition screening data with 41,000+ compounds from the AIDS Antiviral Screen. The task is: Binary Classification. Given a drug SMILES string, predict its activity (active/inactive) in a high-throughput screening assay against a specified biological target. The compound is c1ccc([Sn](Oc2cccc3cccnc23)(Oc2cccc3cccnc23)c2ccccc2)cc1. The result is 0 (inactive).